From a dataset of Reaction yield outcomes from USPTO patents with 853,638 reactions. Predict the reaction yield, written as a fraction of the theoretical maximum amount of product (1.0 means a 100% yield; for example, 0.34 means a 34% yield). (1) The reactants are Cl.Cl.[CH2:3]([N:5]1[CH2:10][CH2:9][CH2:8][CH:7]([CH2:11][C:12]2([OH:18])[CH2:17][CH2:16][NH:15][CH2:14][CH2:13]2)[CH2:6]1)[CH3:4].C(N(C(C)C)CC)(C)C.CN(C)C=O.[Cl:33][C:34]1[CH:35]=[C:36]([N:41]=[C:42]=[O:43])[CH:37]=[CH:38][C:39]=1[Cl:40]. The catalyst is ClCCl. The product is [Cl:33][C:34]1[CH:35]=[C:36]([NH:41][C:42]([N:15]2[CH2:14][CH2:13][C:12]([CH2:11][CH:7]3[CH2:8][CH2:9][CH2:10][N:5]([CH2:3][CH3:4])[CH2:6]3)([OH:18])[CH2:17][CH2:16]2)=[O:43])[CH:37]=[CH:38][C:39]=1[Cl:40]. The yield is 1.00. (2) The reactants are [C:1]([NH:5][C:6]1[CH:11]=[C:10]([C:12]2[CH:17]=[CH:16][CH:15]=[CH:14][CH:13]=2)[N:9]=[C:8]([NH:18][C:19]2[CH:24]=[CH:23][C:22]([C:25]3([C:29]([OH:31])=[O:30])[CH2:28][CH2:27][CH2:26]3)=[CH:21][CH:20]=2)[N:7]=1)([CH3:4])([CH3:3])[CH3:2].CC(C)([O-])C.[Na+:37].C(#N)C. The yield is 0.980. The catalyst is CO. The product is [C:1]([NH:5][C:6]1[CH:11]=[C:10]([C:12]2[CH:13]=[CH:14][CH:15]=[CH:16][CH:17]=2)[N:9]=[C:8]([NH:18][C:19]2[CH:20]=[CH:21][C:22]([C:25]3([C:29]([O-:31])=[O:30])[CH2:28][CH2:27][CH2:26]3)=[CH:23][CH:24]=2)[N:7]=1)([CH3:4])([CH3:2])[CH3:3].[Na+:37].